Task: Predict the product of the given reaction.. Dataset: Forward reaction prediction with 1.9M reactions from USPTO patents (1976-2016) Given the reactants [CH2:1]([C:3]1[C:12]([CH2:13][C:14]2[CH:19]=[CH:18][C:17]([C:20]3[CH:24]=[CH:23][N:22]([CH3:25])[N:21]=3)=[CH:16][CH:15]=2)=[CH:11][C:6]([C:7]([O:9][CH3:10])=[O:8])=[C:5](OS(C(F)(F)F)(=O)=O)[CH:4]=1)[CH3:2].[CH2:34](C([Sn])=C(CCCC)CCCC)[CH2:35]CC.[Cl-].[Li+].[F-].[K+], predict the reaction product. The product is: [CH2:1]([C:3]1[C:12]([CH2:13][C:14]2[CH:19]=[CH:18][C:17]([C:20]3[CH:24]=[CH:23][N:22]([CH3:25])[N:21]=3)=[CH:16][CH:15]=2)=[CH:11][C:6]([C:7]([O:9][CH3:10])=[O:8])=[C:5]([CH:34]=[CH2:35])[CH:4]=1)[CH3:2].